This data is from Full USPTO retrosynthesis dataset with 1.9M reactions from patents (1976-2016). The task is: Predict the reactants needed to synthesize the given product. (1) The reactants are: C(O[C:9](=[O:34])[NH:10][C:11]([CH2:32][OH:33])([CH:14]1[CH2:23][CH2:22][C:21]2[C:16](=[CH:17][CH:18]=[C:19]([CH2:24][CH2:25][CH2:26][CH2:27][CH2:28][CH2:29][CH2:30][CH3:31])[CH:20]=2)[CH2:15]1)[CH2:12][OH:13])C1C=CC=CC=1.[O:35]([CH2:65][C:66]1[CH:71]=[CH:70][CH:69]=[CH:68][CH:67]=1)[P:36](O[P:36]([O:37][CH2:38][C:39]1[CH:44]=[CH:43][CH:42]=[CH:41][CH:40]=1)([O:35][CH2:65][C:66]1[CH:71]=[CH:70][CH:69]=[CH:68][CH:67]=1)=[O:45])(=[O:45])[O:37][CH2:38][C:39]1[CH:44]=[CH:43][CH:42]=[CH:41][CH:40]=1. Given the product [CH2:24]([C:19]1[CH:18]=[C:17]2[C:22](=[CH:21][CH:20]=1)[CH2:23][CH:14]([C:11]1([CH2:12][O:13][P:36](=[O:45])([O:37][CH2:38][C:39]3[CH:44]=[CH:43][CH:42]=[CH:41][CH:40]=3)[O:35][CH2:65][C:66]3[CH:71]=[CH:70][CH:69]=[CH:68][CH:67]=3)[CH2:32][O:33][C:9](=[O:34])[NH:10]1)[CH2:15][CH2:16]2)[CH2:25][CH2:26][CH2:27][CH2:28][CH2:29][CH2:30][CH3:31], predict the reactants needed to synthesize it. (2) Given the product [N:27]1[CH:28]=[CH:29][N:30]2[CH2:35][CH2:34][N:33]([CH2:2][C:3]3[CH:8]=[CH:7][C:6]([C@@H:9]([NH:11][C:12]4[N:17]=[C:16]([N:18]5[C@@H:22]([CH:23]([CH3:25])[CH3:24])[CH2:21][O:20][C:19]5=[O:26])[CH:15]=[CH:14][N:13]=4)[CH3:10])=[CH:5][CH:4]=3)[CH2:32][C:31]=12, predict the reactants needed to synthesize it. The reactants are: Cl[CH2:2][C:3]1[CH:8]=[CH:7][C:6]([C@@H:9]([NH:11][C:12]2[N:17]=[C:16]([N:18]3[C@@H:22]([CH:23]([CH3:25])[CH3:24])[CH2:21][O:20][C:19]3=[O:26])[CH:15]=[CH:14][N:13]=2)[CH3:10])=[CH:5][CH:4]=1.[N:27]1[CH:28]=[CH:29][N:30]2[CH2:35][CH2:34][NH:33][CH2:32][C:31]=12.